Dataset: Peptide-MHC class II binding affinity with 134,281 pairs from IEDB. Task: Regression. Given a peptide amino acid sequence and an MHC pseudo amino acid sequence, predict their binding affinity value. This is MHC class II binding data. (1) The peptide sequence is NRIMADGGSIQNTNL. The MHC is DRB1_0901 with pseudo-sequence DRB1_0901. The binding affinity (normalized) is 0.381. (2) The peptide sequence is KFAEGRRGAAEVLVVK. The MHC is DRB1_0801 with pseudo-sequence DRB1_0801. The binding affinity (normalized) is 0.512. (3) The peptide sequence is SHLIKIPLLIGYGNK. The MHC is DRB3_0101 with pseudo-sequence DRB3_0101. The binding affinity (normalized) is 0.227. (4) The peptide sequence is YATFFIKANSKFIGITE. The MHC is DRB3_0101 with pseudo-sequence DRB3_0101. The binding affinity (normalized) is 0.632. (5) The binding affinity (normalized) is 0.892. The MHC is DRB1_0101 with pseudo-sequence DRB1_0101. The peptide sequence is VLQSIRRNYPVLFDE. (6) The peptide sequence is TIIKALGALDSPREI. The MHC is DRB1_0301 with pseudo-sequence DRB1_0301. The binding affinity (normalized) is 0.418.